This data is from Reaction yield outcomes from USPTO patents with 853,638 reactions. The task is: Predict the reaction yield, written as a fraction of the theoretical maximum amount of product (1.0 means a 100% yield; for example, 0.34 means a 34% yield). (1) The reactants are [F:1][C:2]([F:9])([F:8])[CH2:3][CH2:4][C:5](O)=[O:6].CN(C(ON1N=NC2C=CC=NC1=2)=[N+](C)C)C.F[P-](F)(F)(F)(F)F.C(N(C(C)C)CC)(C)C.[C:43]1([CH3:59])[CH:48]=[CH:47][C:46]([C:49]2[O:50][C:51]3[CH:57]=[CH:56][C:55]([NH2:58])=[CH:54][C:52]=3[N:53]=2)=[CH:45][CH:44]=1. The catalyst is CN(C)C=O.C(OCC)(=O)C. The product is [F:1][C:2]([F:9])([F:8])[CH2:3][CH2:4][C:5]([NH:58][C:55]1[CH:56]=[CH:57][C:51]2[O:50][C:49]([C:46]3[CH:47]=[CH:48][C:43]([CH3:59])=[CH:44][CH:45]=3)=[N:53][C:52]=2[CH:54]=1)=[O:6]. The yield is 0.0800. (2) The reactants are C([O:3][C:4]([C:6]1[N:7]([CH2:33][CH:34]=[CH2:35])[CH:8]=[C:9]([C:11]([C:17]2[CH:18]=[C:19]3[C:23](=[CH:24][CH:25]=2)[N:22]([C:26]2[CH:31]=[CH:30][C:29]([F:32])=[CH:28][CH:27]=2)[N:21]=[CH:20]3)([OH:16])[C:12]([F:15])([F:14])[F:13])[CH:10]=1)=[O:5])C.[Cl-].[NH4+]. The catalyst is CCO.[OH-].[Na+].O. The product is [CH2:33]([N:7]1[CH:8]=[C:9]([C:11]([C:17]2[CH:18]=[C:19]3[C:23](=[CH:24][CH:25]=2)[N:22]([C:26]2[CH:31]=[CH:30][C:29]([F:32])=[CH:28][CH:27]=2)[N:21]=[CH:20]3)([OH:16])[C:12]([F:14])([F:15])[F:13])[CH:10]=[C:6]1[C:4]([OH:5])=[O:3])[CH:34]=[CH2:35]. The yield is 0.960. (3) The reactants are [N:1]1[C:10]2[C:5](=[CH:6][CH:7]=[CH:8][CH:9]=2)[CH:4]=[CH:3][C:2]=1[C:11]([NH:13][CH:14]([CH2:18][C:19]([NH2:21])=[O:20])[C:15]([NH2:17])=[O:16])=[O:12].N[C@@H:23]([CH2:45][C:46]1[CH:51]=[CH:50][CH:49]=[CH:48][CH:47]=1)[C@H:24]([OH:44])[CH2:25][N:26](OC1CCCC1)[S:27]([C:30]1[CH:35]=[CH:34][C:33]([O:36][CH3:37])=[CH:32][CH:31]=1)(=[O:29])=[O:28].Cl.CN(C)CCCN=C=NCC.ON1C2C=CC=CC=2N=N1.Cl.NC(=O)C[C@H](N[C:83]([C:85]1[CH:94]=[CH:93][C:92]2C(=CC=CC=2)N=1)=[O:84])C(O)=O.C(N(CC)C(C)C)(C)C. The catalyst is CN(C)C=O. The product is [CH2:45]([C@H:23]([NH:17][C:15](=[O:16])[C@@H:14]([NH:13][C:11]([C:2]1[CH:3]=[CH:4][C:5]2[C:10](=[CH:9][CH:8]=[CH:7][CH:6]=2)[N:1]=1)=[O:12])[CH2:18][C:19]([NH2:21])=[O:20])[C@@H:24]([OH:44])[CH:25]([NH:26][S:27]([C:30]1[CH:31]=[CH:32][C:33]([O:36][CH3:37])=[CH:34][CH:35]=1)(=[O:28])=[O:29])[O:84][CH:83]1[CH2:85][CH2:94][CH2:93][CH2:92]1)[C:46]1[CH:51]=[CH:50][CH:49]=[CH:48][CH:47]=1. The yield is 0.410.